Dataset: Full USPTO retrosynthesis dataset with 1.9M reactions from patents (1976-2016). Task: Predict the reactants needed to synthesize the given product. The reactants are: [O:1]=[C:2]1[CH2:6][CH2:5][C@H:4](/[CH:7]=[CH:8]/[C:9](=[O:15])[CH2:10][CH2:11][CH2:12][CH2:13][CH3:14])[N:3]1[CH2:16][CH2:17][S:18][CH2:19][CH2:20][CH2:21][C:22]([O:24][CH3:25])=[O:23].B1(C)OC(C2C=CC=CC=2)(C2C=CC=CC=2)[C@@H]2N1CCC2.Cl. Given the product [CH3:25][O:24][C:22](=[O:23])[CH2:21][CH2:20][CH2:19][S:18][CH2:17][CH2:16][N:3]1[C:2](=[O:1])[CH2:6][CH2:5][C@@H:4]1/[CH:7]=[CH:8]/[C@@H:9]([OH:15])[CH2:10][CH2:11][CH2:12][CH2:13][CH3:14], predict the reactants needed to synthesize it.